From a dataset of Peptide-MHC class I binding affinity with 185,985 pairs from IEDB/IMGT. Regression. Given a peptide amino acid sequence and an MHC pseudo amino acid sequence, predict their binding affinity value. This is MHC class I binding data. The peptide sequence is LRLRSGEMR. The MHC is Mamu-B08 with pseudo-sequence Mamu-B08. The binding affinity (normalized) is 0.0997.